From a dataset of Full USPTO retrosynthesis dataset with 1.9M reactions from patents (1976-2016). Predict the reactants needed to synthesize the given product. Given the product [OH:7][C:8]1[C:13]([CH3:14])=[C:12]([CH:11]=[CH:10][C:9]=1[C:16](=[O:24])[CH2:17][C:18]1[CH:19]=[CH:20][CH:21]=[CH:22][CH:23]=1)[O:15][CH2:26][CH2:27][CH2:28][CH2:29][O:30][C:31]1[CH:32]=[CH:33][C:34]([C:35]#[N:36])=[CH:37][CH:38]=1, predict the reactants needed to synthesize it. The reactants are: C(=O)([O-])[O-].[K+].[K+].[OH:7][C:8]1[C:13]([CH3:14])=[C:12]([OH:15])[CH:11]=[CH:10][C:9]=1[C:16](=[O:24])[CH2:17][C:18]1[CH:23]=[CH:22][CH:21]=[CH:20][CH:19]=1.Br[CH2:26][CH2:27][CH2:28][CH2:29][O:30][C:31]1[CH:38]=[CH:37][C:34]([C:35]#[N:36])=[CH:33][CH:32]=1.